Task: Predict the reactants needed to synthesize the given product.. Dataset: Full USPTO retrosynthesis dataset with 1.9M reactions from patents (1976-2016) (1) Given the product [CH:18]([NH:17][C:15]([CH:13]1[CH2:12][CH2:11][C:10]2[C:3]3[C:2]([NH:31][C:23]4[CH:24]=[C:25]5[C:29](=[CH:30][C:22]=4[CH3:21])[NH:28][N:27]=[CH:26]5)=[N:7][CH:6]=[N:5][C:4]=3[S:8][C:9]=2[CH2:14]1)=[O:16])([CH3:20])[CH3:19], predict the reactants needed to synthesize it. The reactants are: Cl[C:2]1[C:3]2[C:10]3[CH2:11][CH2:12][CH:13]([C:15]([NH:17][CH:18]([CH3:20])[CH3:19])=[O:16])[CH2:14][C:9]=3[S:8][C:4]=2[N:5]=[CH:6][N:7]=1.[CH3:21][C:22]1[CH:30]=[C:29]2[C:25]([CH:26]=[N:27][NH:28]2)=[CH:24][C:23]=1[NH2:31].Cl.O1CCOCC1. (2) The reactants are: [F:1][C:2]1[CH:3]=[C:4]2[N:10]=[CH:9][NH:8][C:5]2=[N:6][CH:7]=1.[H-].[Na+].Cl[CH2:14][C:15]1[CH:25]=[CH:24][C:18]2[N:19]=[C:20]([S:22][CH3:23])[S:21][C:17]=2[CH:16]=1.O. Given the product [F:1][C:2]1[CH:3]=[C:4]2[N:10]=[CH:9][N:8]([CH2:14][C:15]3[CH:25]=[CH:24][C:18]4[N:19]=[C:20]([S:22][CH3:23])[S:21][C:17]=4[CH:16]=3)[C:5]2=[N:6][CH:7]=1, predict the reactants needed to synthesize it. (3) Given the product [C:39]([O:43][C:44](=[O:65])[NH:45][CH2:46][C:47]1[CH:64]=[CH:63][C:50]2[N:51]([CH2:56][CH2:57][CH2:58][S:59]([CH3:62])(=[O:60])=[O:61])[C:52]([CH2:54][N:6]3[C:7]4[C:12](=[CH:11][CH:10]=[CH:9][CH:8]=4)[C:13](=[O:14])[N:4]([CH2:3][C:2]([F:1])([F:16])[F:17])[C:5]3=[O:15])=[N:53][C:49]=2[CH:48]=1)([CH3:42])([CH3:40])[CH3:41], predict the reactants needed to synthesize it. The reactants are: [F:1][C:2]([F:17])([F:16])[CH2:3][N:4]1[C:13](=[O:14])[C:12]2[C:7](=[CH:8][CH:9]=[CH:10][CH:11]=2)[NH:6][C:5]1=[O:15].CC(N=P(N1CCCC1)(N1CCCC1)N1CCCC1)(C)C.[C:39]([O:43][C:44](=[O:65])[NH:45][CH2:46][C:47]1[CH:64]=[CH:63][C:50]2[N:51]([CH2:56][CH2:57][CH2:58][S:59]([CH3:62])(=[O:61])=[O:60])[C:52]([CH2:54]Cl)=[N:53][C:49]=2[CH:48]=1)([CH3:42])([CH3:41])[CH3:40].